Dataset: hERG potassium channel inhibition data for cardiac toxicity prediction from Karim et al.. Task: Regression/Classification. Given a drug SMILES string, predict its toxicity properties. Task type varies by dataset: regression for continuous values (e.g., LD50, hERG inhibition percentage) or binary classification for toxic/non-toxic outcomes (e.g., AMES mutagenicity, cardiotoxicity, hepatotoxicity). Dataset: herg_karim. The drug is Cl.O=C(c1ccc(F)cc1)N1CCN(c2ccc(OC3CCN(C4CCC4)CC3)cc2)C(=O)C1. The result is 0 (non-blocker).